This data is from Drug-target binding data from BindingDB using IC50 measurements. The task is: Regression. Given a target protein amino acid sequence and a drug SMILES string, predict the binding affinity score between them. We predict pIC50 (pIC50 = -log10(IC50 in M); higher means more potent). Dataset: bindingdb_ic50. (1) The small molecule is COc1ccc(/C(C)=C/c2cc(OC)c(OC)c(OC)c2)cc1O. The target protein (Q9H4B7) has sequence MREIVHIQIGQCGNQIGAKFWEMIGEEHGIDLAGSDRGASALQLERISVYYNEAYGRKYVPRAVLVDLEPGTMDSIRSSKLGALFQPDSFVHGNSGAGNNWAKGHYTEGAELIENVLEVVRHESESCDCLQGFQIVHSLGGGTGSGMGTLLMNKIREEYPDRIMNSFSVMPSPKVSDTVVEPYNAVLSIHQLIENADACFCIDNEALYDICFRTLKLTTPTYGDLNHLVSLTMSGITTSLRFPGQLNADLRKLAVNMVPFPRLHFFMPGFAPLTAQGSQQYRALSVAELTQQMFDARNTMAACDLRRGRYLTVACIFRGKMSTKEVDQQLLSVQTRNSSCFVEWIPNNVKVAVCDIPPRGLSMAATFIGNNTAIQEIFNRVSEHFSAMFKRKAFVHWYTSEGMDINEFGEAENNIHDLVSEYQQFQDAKAVLEEDEEVTEEAEMEPEDKGH. The pIC50 is 5.0. (2) The drug is CCOC(=O)c1c(C)oc2ccc(Oc3ccccn3)cc12. The target protein (Q63921) has sequence MSRRSLSLQFPLLLLLLLLPPPPVLLTDAGVPSPVNPCCYYPCQNQGVCVRFGLDHYQCDCTRTGYSGPNCTIPEIWTWLRSSLRPSPSFTHFLLTHGYWIWEFVNATFIREVLMRLVITVRSNLIPSPPTYNTAHDYISWESFSNVSYYTRILPSVPKDCPTPMGTKGKKQLPDIHLLAQRLLLRREFIPGPQGTNVLFAFFAQHFTHQFFKTSGKMGPGFTKALGHGVDLGHIYGDSLERQYHLRLFKDGKLKYQVLDGEVYPPSVEQASVLMRYPPGVPPEKQMAVGQEVFGLLPGLMLFSTIWLREHNRVCDLLKEEHPTWDDEQLFQTTRLILIGETIKIIIEEYVQHLSGYFLQLKFDPELLFRAQFQYRNRIALEFNHLYHWHPLMPDSFQVGSQEYSYEQFLFNTSMLVDYGVEALVDAFSRQRAGRIGGGRNFDYHVLHVAEDVIKESREMRLQSFNEYRKRFGLKPYTSFQEFTGEKEMAAELEELYGDI.... The pIC50 is 4.5. (3) The compound is Clc1cccc(Nc2cncc(-c3cncc(NCCCn4cncn4)c3)n2)c1. The target is XTSFAESXKPVQQPSAFGS. The pIC50 is 6.7.